This data is from Catalyst prediction with 721,799 reactions and 888 catalyst types from USPTO. The task is: Predict which catalyst facilitates the given reaction. Reactant: [CH2:1]1[CH2:9][O:8][C:7]2[C:3](=[C:4]([CH:10]=O)[S:5][CH:6]=2)[O:2]1.[C:12]1([NH:18][NH2:19])[CH:17]=[CH:16][CH:15]=[CH:14][CH:13]=1. Product: [C:12]1([NH:18][N:19]=[CH:10][C:4]2[S:5][CH:6]=[C:7]3[O:8][CH2:9][CH2:1][O:2][C:3]=23)[CH:17]=[CH:16][CH:15]=[CH:14][CH:13]=1. The catalyst class is: 5.